From a dataset of Forward reaction prediction with 1.9M reactions from USPTO patents (1976-2016). Predict the product of the given reaction. Given the reactants [C:1]([C:3]1[C:7]2[CH2:8][CH2:9][C:10](=O)[CH2:11][C:6]=2[S:5][C:4]=1[NH:13][C:14](=[O:20])[CH:15]([CH2:18][CH3:19])[CH2:16][CH3:17])#[N:2].[Cl:21][C:22]1[CH:27]=[C:26]([Cl:28])[CH:25]=[CH:24][C:23]=1[CH2:29][NH2:30].C(O[BH-](OC(=O)C)OC(=O)C)(=O)C.[Na+].C(O)(=O)C, predict the reaction product. The product is: [C:1]([C:3]1[C:7]2[CH2:8][CH2:9][CH:10]([NH:30][CH2:29][C:23]3[CH:24]=[CH:25][C:26]([Cl:28])=[CH:27][C:22]=3[Cl:21])[CH2:11][C:6]=2[S:5][C:4]=1[NH:13][C:14](=[O:20])[CH:15]([CH2:18][CH3:19])[CH2:16][CH3:17])#[N:2].